Task: Binary Classification. Given a miRNA mature sequence and a target amino acid sequence, predict their likelihood of interaction.. Dataset: Experimentally validated miRNA-target interactions with 360,000+ pairs, plus equal number of negative samples (1) The miRNA is hsa-miR-141-3p with sequence UAACACUGUCUGGUAAAGAUGG. The protein sequence of the target gene is MSRDRFRSRGGGGGGFHRRGGGGGRGGLHDFRSPPPGMGLNQNRGPMGPGPGQSGPKPPIPPPPPHQQQQQPPPQQPPPQQPPPHQPPPHPQPHQQQQPPPPPQDSSKPVVAQGPGPAPGVGSAPPASSSAPPATPPTSGAPPGSGPGPTPTPPPAVTSAPPGAPPPTPPSSGVPTTPPQAGGPPPPPAAVPGPGPGPKQGPGPGGPKGGKMPGGPKPGGGPGLSTPGGHPKPPHRGGGEPRGGRQHHPPYHQQHHQGPPPGGPGGRSEEKISDSEGFKANLSLLRRPGEKTYTQRCRLF.... Result: 1 (interaction). (2) The miRNA is hsa-miR-3614-3p with sequence UAGCCUUCAGAUCUUGGUGUUUU. The protein sequence of the target gene is MCGNNMSTPLPAIVPAARKATAAVIFLHGLGDTGHGWAEAFAGIRSSHIKYICPHAPVRPVTLNMNVAMPSWFDIIGLSPDSQEDESGIKQAAENIKALIDQEVKNGIPSNRIILGGFSQGGALSLYTALTTQQKLAGVTALSCWLPLRASFPQGPIGGANRDISILQCHGDCDPLVPLMFGSLTVEKLKTLVNPANVTFKTYEGMMHSSCQQEMMDVKQFIDKLLPPID. Result: 1 (interaction). (3) The miRNA is hsa-miR-548az-3p with sequence AAAAACUGCAAUCACUUUUGC. The protein sequence of the target gene is MVTGLSPLLFRKLSNPDIFAPTGKVKLQRQLSQDDCKLRRGSLASSLSGKQLLPLSSSVHSSVGQVTWQSTGEASNLVRMRNQSLGQSAPSLTAGLKELSLPRRGSFCRTSNRKSLIVTSSTSPTLPRPHSPLHGHTGNSPLDSPRNFSPNAPAHFSFVPARRTDGRRWSLASLPSSGYGTNTPSSTVSSSCSSQEKLHQLPFQPTADELHFLTKHFSTENVPDEEGRRSPRMRPRSRSLSPGRSPVSFDSEIIMMNHVYKERFPKATAQMEERPSLTFISSNTPDSVLPLADGALSFIH.... Result: 0 (no interaction). (4) The miRNA is mmu-miR-26b-5p with sequence UUCAAGUAAUUCAGGAUAGGU. The protein sequence of the target gene is MEQLRPFFLLLAIFVASLVNAEVHFHEFVIQETPVKRLCRVHNSITVNGQFPGPTLEVRNGDSLVITAINKARYNISLHWHGIRQMRNPWADGPEYITQCPIQPGGSYTYRFTMEDQEGTLWWHAHSRWLRATVYGALIIRPPLSSPHYPFPVIPKREITLLLGEWWDRNPMDVLNLAQFTGAAPNISDAFTINGQPGDLYRCSSQETLRFLVGSGEIVLLRVINSALNQELFFGVANHKLTVVAADASYTKPFSTNVIMLGPGQTTDVLLTADQPPAHYYMAAHAYNSANAAFDNTTTT.... Result: 0 (no interaction). (5) The miRNA is hsa-miR-503-5p with sequence UAGCAGCGGGAACAGUUCUGCAG. The protein sequence of the target gene is MVEAIVEFDYQAQHDDELTISVGEIITNIRKEDGGWWEGQINGRRGLFPDNFVREIKKEMKKDPLTNKAPEKPLHEVPSGNSLLSSETILRTNKRGERRRRRCQVAFSYLPQNDDELELKVGDIIEVVGEVEEGWWEGVLNGKTGMFPSNFIKELSGESDELGISQDEQLSKSSLRETTGSESDGGDSSSTKSEGANGTVATAAIQPKKVKGVGFGDIFKDKPIKLRPRSIEVENDFLPVEKTIGKKLPATTATPDSSKTEMDSRTKSKDYCKVIFPYEAQNDDELTIKEGDIVTLINKD.... Result: 0 (no interaction). (6) The miRNA is hsa-miR-509-3p with sequence UGAUUGGUACGUCUGUGGGUAG. The protein sequence of the target gene is MKPGPPHRAGAAHGAGAGAGAAAGPGARGLLLPPLLLLLLAGRAAGAQRWRSENFERPVDLEGSGDDDSFPDDELDDLYSGSGSGYFEQESGIETAMRFSPDVALAVSTTPAVLPTTNIQPVGTPFEELPSERPTLEPATSPLVVTEVPEEPSQRATTVSTTMATTAATSTGDPTVATVPATVATATPSTPAAPPFTATTAVIRTTGVRRLLPLPLTTVATARATTPEAPSPPTTAAVLDTEAPTPRLVSTATSRPRALPRPATTQEPDIPERSTLPLGTTAPGPTEVAQTPTPETFLTT.... Result: 1 (interaction). (7) The miRNA is hsa-miR-4687-5p with sequence CAGCCCUCCUCCCGCACCCAAA. The protein sequence of the target gene is MENTGWMGKGHRMTPACPLLLSVILSLRLATAFDPAPSACSALASGVLYGAFSLQDLFPTIASGCSWTLENPDPTKYSLYLRFNRQEQVCAHFAPRLLPLDHYLVNFTCLRPSPEEAVAQAESEVGRPEEEEAEAAAGLELCSGSGPFTFLHFDKNFVQLCLSAEPSEAPRLLAPAALAFRFVEVLLINNNNSSQFTCGVLCRWSEECGRAAGRACGFAQPGCSCPGEAGAGSTTTTSPGPPAAHTLSNALVPGGPAPPAEADLHSGSSNDLFTTEMRYGEEPEEEPKVKTQWPRSADEP.... Result: 1 (interaction). (8) The miRNA is rno-miR-27b-3p with sequence UUCACAGUGGCUAAGUUCUGC. The protein sequence of the target gene is MAEIHNGGELCDFMENGEIFSEHSCLNAHMGTENTGDTYDCDEYGENFPMLHNSAPAGETLSVLNQCRKAFSLPPNVHQRTWIGDKSFEYSDCEEAFVDQSHLQANRITHNGETLYEQKQCGRAFTYSTSHAVSVKMHTVEKPYECKECGKFFRYSSYLNSHMRTHTGEKPYECKECGKCFTVSSHLVEHVRIHTGEKPYQCKECGRAFAGRSGLTKHVRIHTGEKPYECNECGKAYNRFYLLTEHFKTHTEEKPFECKVCGKSFRSSSCLKNHFRIHTGIKPYKCKECGKAFTVSSSLH.... Result: 0 (no interaction).